From a dataset of NCI-60 drug combinations with 297,098 pairs across 59 cell lines. Regression. Given two drug SMILES strings and cell line genomic features, predict the synergy score measuring deviation from expected non-interaction effect. (1) Drug 1: C1=CC(=CC=C1CCCC(=O)O)N(CCCl)CCCl. Drug 2: COC1=C2C(=CC3=C1OC=C3)C=CC(=O)O2. Cell line: M14. Synergy scores: CSS=-1.71, Synergy_ZIP=-5.87, Synergy_Bliss=-1.31, Synergy_Loewe=-6.58, Synergy_HSA=-4.74. (2) Drug 1: C1CCC(C1)C(CC#N)N2C=C(C=N2)C3=C4C=CNC4=NC=N3. Drug 2: C1C(C(OC1N2C=C(C(=O)NC2=O)F)CO)O. Cell line: SK-MEL-5. Synergy scores: CSS=22.4, Synergy_ZIP=-2.07, Synergy_Bliss=-2.89, Synergy_Loewe=-45.4, Synergy_HSA=-16.1. (3) Drug 1: CCCS(=O)(=O)NC1=C(C(=C(C=C1)F)C(=O)C2=CNC3=C2C=C(C=N3)C4=CC=C(C=C4)Cl)F. Drug 2: C1=NC2=C(N1)C(=S)N=CN2. Cell line: SF-268. Synergy scores: CSS=-4.00, Synergy_ZIP=-9.74, Synergy_Bliss=-27.8, Synergy_Loewe=-58.9, Synergy_HSA=-30.3. (4) Drug 1: CCCS(=O)(=O)NC1=C(C(=C(C=C1)F)C(=O)C2=CNC3=C2C=C(C=N3)C4=CC=C(C=C4)Cl)F. Drug 2: CNC(=O)C1=CC=CC=C1SC2=CC3=C(C=C2)C(=NN3)C=CC4=CC=CC=N4. Cell line: RXF 393. Synergy scores: CSS=6.87, Synergy_ZIP=-3.03, Synergy_Bliss=-1.20, Synergy_Loewe=-1.86, Synergy_HSA=-0.863.